This data is from Full USPTO retrosynthesis dataset with 1.9M reactions from patents (1976-2016). The task is: Predict the reactants needed to synthesize the given product. (1) Given the product [F:1][C:2]1[CH:3]=[CH:4][C:5]([C:8]2[O:12][C:11]([CH2:13][C@@H:14]([O:19][C:21]([NH:20][C@@H:23]([CH2:28][CH2:29][CH2:30][CH3:31])[C:24]([O:26][CH3:27])=[O:25])=[O:22])[C:15]([CH3:16])([CH3:18])[CH3:17])=[N:10][N:9]=2)=[CH:6][CH:7]=1, predict the reactants needed to synthesize it. The reactants are: [F:1][C:2]1[CH:7]=[CH:6][C:5]([C:8]2[O:12][C:11]([CH2:13][C@@H:14]([OH:19])[C:15]([CH3:18])([CH3:17])[CH3:16])=[N:10][N:9]=2)=[CH:4][CH:3]=1.[N:20]([C@@H:23]([CH2:28][CH2:29][CH2:30][CH3:31])[C:24]([O:26][CH3:27])=[O:25])=[C:21]=[O:22]. (2) Given the product [CH3:1][O:2][C:3]1[CH:4]=[C:5]2[C:9](=[CH:10][CH:11]=1)[N:8]([CH2:21][C:22]1[N:27]=[C:26]([C:28]([O:30][CH3:31])=[O:29])[CH:25]=[CH:24][CH:23]=1)[C:7]([C:12]1[CH:13]=[CH:14][CH:15]=[CH:16][CH:17]=1)=[CH:6]2, predict the reactants needed to synthesize it. The reactants are: [CH3:1][O:2][C:3]1[CH:4]=[C:5]2[C:9](=[CH:10][CH:11]=1)[NH:8][C:7]([C:12]1[CH:17]=[CH:16][CH:15]=[CH:14][CH:13]=1)=[CH:6]2.[H-].[Na+].Cl[CH2:21][C:22]1[N:27]=[C:26]([C:28]([O:30][CH3:31])=[O:29])[CH:25]=[CH:24][CH:23]=1.[Cl-].[NH4+].